From a dataset of Full USPTO retrosynthesis dataset with 1.9M reactions from patents (1976-2016). Predict the reactants needed to synthesize the given product. (1) Given the product [CH3:8][C:6]1[CH:5]=[C:4]2[C:3]([CH:20]=[CH:18][NH:19]2)=[N:2][CH:7]=1, predict the reactants needed to synthesize it. The reactants are: Cl[N:2]1[CH:7]=[C:6]([CH3:8])[CH:5]=[CH:4][CH:3]1[N+]([O-])=O.C([O-])([O-])=O.[K+].[K+].[C:18]([CH2:20]C(OCC1C=CC=CC=1)=O)#[N:19].Cl. (2) Given the product [CH3:1][O:2][C:3]1[CH:4]=[C:5]2[C:10](=[CH:11][C:12]=1[O:13][CH3:14])[N:9]=[CH:8][CH:7]=[C:6]2[O:15][C:16]1[CH:22]=[CH:21][C:19]([NH:20][C:27](=[O:33])[O:26][CH2:24][CH2:41][N:37]([CH2:38][CH3:39])[CH2:35][CH3:36])=[CH:18][CH:17]=1, predict the reactants needed to synthesize it. The reactants are: [CH3:1][O:2][C:3]1[CH:4]=[C:5]2[C:10](=[CH:11][C:12]=1[O:13][CH3:14])[N:9]=[CH:8][CH:7]=[C:6]2[O:15][C:16]1[CH:22]=[CH:21][C:19]([NH2:20])=[CH:18][CH:17]=1.Cl[C:24](Cl)([O:26][C:27](=[O:33])OC(Cl)(Cl)Cl)Cl.[CH2:35]([N:37]([CH2:41]C)[CH2:38][CH2:39]O)[CH3:36].C(=O)(O)[O-].[Na+]. (3) Given the product [CH:11]1([C:9]2[NH:8][C:4]3=[N:5][CH:6]=[CH:7][C:2]([B:25]([OH:26])[OH:24])=[C:3]3[CH:10]=2)[CH2:13][CH2:12]1, predict the reactants needed to synthesize it. The reactants are: Br[C:2]1[CH:7]=[CH:6][N:5]=[C:4]2[NH:8][C:9]([CH:11]3[CH2:13][CH2:12]3)=[CH:10][C:3]=12.[H-].[Na+].C([Li])CCC.C([O:24][B:25](OC(C)C)[O:26]C(C)C)(C)C. (4) Given the product [F:15][C:16]1[CH:21]=[C:20]([C:22]2[NH:1][N:2]=[C:3]([C:5]3[CH:10]=[CH:9][C:8]([C:11]([F:12])([F:13])[F:14])=[CH:7][N:6]=3)[N:4]=2)[CH:19]=[CH:18][C:17]=1[C:24]1[CH:25]=[CH:26][CH:27]=[CH:28][CH:29]=1, predict the reactants needed to synthesize it. The reactants are: [NH2:1][NH:2][C:3]([C:5]1[CH:10]=[CH:9][C:8]([C:11]([F:14])([F:13])[F:12])=[CH:7][N:6]=1)=[NH:4].[F:15][C:16]1[CH:21]=[C:20]([CH:22]=O)[CH:19]=[CH:18][C:17]=1[C:24]1[CH:29]=[CH:28][CH:27]=[CH:26][CH:25]=1.